This data is from hERG Central: cardiac toxicity at 1µM, 10µM, and general inhibition. The task is: Predict hERG channel inhibition at various concentrations. (1) The compound is COc1ccc(C(=O)Nc2ccc(Cl)cc2C(=O)NCCO)cc1. Results: hERG_inhib (hERG inhibition (general)): blocker. (2) The molecule is COc1ccc(F)c(CN2CCN(CCc3ccccc3)C(CCO)C2)c1. Results: hERG_inhib (hERG inhibition (general)): blocker. (3) The drug is CCC(C)N(C)Cc1cccc(C2(O)CCN(S(=O)(=O)c3ccc(F)cc3)CC2)c1. Results: hERG_inhib (hERG inhibition (general)): blocker. (4) The molecule is CN(C)CCNC(=O)/C(=C/c1ccc(-c2cccc([N+](=O)[O-])c2)o1)NC(=O)c1ccccc1. Results: hERG_inhib (hERG inhibition (general)): blocker. (5) The compound is c1ccc(-c2nc(-n3ccnc3)nc(-n3ccnc3)n2)cc1. Results: hERG_inhib (hERG inhibition (general)): blocker. (6) The compound is CCOC(=O)N1CCN(Cc2cn[nH]c2-c2ccc(-c3ccccc3)cc2)CC1. Results: hERG_inhib (hERG inhibition (general)): blocker. (7) The compound is CC1(C)CC(N2CCN(C(c3ccccc3)c3ccccc3)CC2)=CC(=[N+]2CCCCC2)C1.[I-]. Results: hERG_inhib (hERG inhibition (general)): blocker. (8) The drug is CCOC(=O)C1(CC2CCCCO2)CCN(Cc2cc(F)ccc2-n2cccn2)CC1. Results: hERG_inhib (hERG inhibition (general)): blocker.